Dataset: Reaction yield outcomes from USPTO patents with 853,638 reactions. Task: Predict the reaction yield, written as a fraction of the theoretical maximum amount of product (1.0 means a 100% yield; for example, 0.34 means a 34% yield). (1) The reactants are Cl.[NH2:2][C:3]1[C:4]2[C:14]([O:15][CH2:16][C@H:17]3[CH2:22][CH2:21][CH2:20][NH2+:19][CH2:18]3)=[CH:13][CH:12]=[CH:11][C:5]=2[NH:6][S:7](=[O:10])(=[O:9])[N:8]=1.C1COCC1.C([O-])(O)=O.[Na+].[CH:33]1([C:38](Cl)=[O:39])[CH2:37][CH2:36][CH2:35][CH2:34]1. The catalyst is O. The product is [NH2:2][C:3]1[C:4]2[C:14]([O:15][CH2:16][C@H:17]3[CH2:22][CH2:21][CH2:20][N:19]([C:38]([CH:33]4[CH2:37][CH2:36][CH2:35][CH2:34]4)=[O:39])[CH2:18]3)=[CH:13][CH:12]=[CH:11][C:5]=2[NH:6][S:7](=[O:9])(=[O:10])[N:8]=1. The yield is 0.520. (2) The reactants are [CH3:1][C:2]1[O:6][N:5]=[C:4]([C:7]2[CH:12]=[CH:11][CH:10]=[CH:9][CH:8]=2)[C:3]=1[CH2:13][O:14][C:15]1[CH:23]=[CH:22][C:18]([C:19]([OH:21])=O)=[CH:17][N:16]=1.[NH2:24][CH2:25][CH:26]([OH:31])[C:27]([F:30])([F:29])[F:28]. No catalyst specified. The product is [CH3:1][C:2]1[O:6][N:5]=[C:4]([C:7]2[CH:8]=[CH:9][CH:10]=[CH:11][CH:12]=2)[C:3]=1[CH2:13][O:14][C:15]1[CH:23]=[CH:22][C:18]([C:19]([NH:24][CH2:25][CH:26]([OH:31])[C:27]([F:30])([F:29])[F:28])=[O:21])=[CH:17][N:16]=1. The yield is 0.460. (3) The reactants are [Cl:1][C:2]1[CH:8]=[CH:7][C:5]([NH2:6])=[C:4]([F:9])[CH:3]=1.[C:10]1(=O)[O:15][C:13](=[O:14])[C:12]2[CH2:16][CH2:17][CH2:18][CH2:19][C:11]1=2.O.C(OCC)(=O)C. The catalyst is C(O)(=O)C. The product is [Cl:1][C:2]1[CH:8]=[CH:7][C:5]([N:6]2[C:10](=[O:15])[C:11]3[CH2:19][CH2:18][CH2:17][CH2:16][C:12]=3[C:13]2=[O:14])=[C:4]([F:9])[CH:3]=1. The yield is 0.690.